Dataset: Forward reaction prediction with 1.9M reactions from USPTO patents (1976-2016). Task: Predict the product of the given reaction. (1) Given the reactants [CH3:1][C:2]1[CH:6]=[C:5]([C:7]2[CH:12]=[CH:11][C:10]([C:13]([F:16])([F:15])[F:14])=[CH:9][CH:8]=2)[O:4][N:3]=1.[H][H], predict the reaction product. The product is: [NH2:3][C:2]([CH3:1])=[CH:6][C:5]([C:7]1[CH:12]=[CH:11][C:10]([C:13]([F:14])([F:15])[F:16])=[CH:9][CH:8]=1)=[O:4]. (2) Given the reactants Br[C:2]1[CH:18]=[CH:17][C:16]([C@H:19]2[C@H:24]([O:25][CH2:26][C:27]3[CH:32]=[CH:31][CH:30]=[CH:29][CH:28]=3)[C@@H:23]([O:33][CH2:34][C:35]3[CH:40]=[CH:39][CH:38]=[CH:37][CH:36]=3)[C@H:22]([O:41][CH2:42][C:43]3[CH:48]=[CH:47][CH:46]=[CH:45][CH:44]=3)[C@@H:21]([CH2:49][O:50][CH2:51][C:52]3[CH:57]=[CH:56][CH:55]=[CH:54][CH:53]=3)[S:20]2)=[CH:15][C:3]=1[CH2:4][C:5]1[CH:14]=[CH:13][C:8]2[O:9][CH2:10][CH2:11][O:12][C:7]=2[CH:6]=1.[CH:58]1(B(O)O)[CH2:60][CH2:59]1.P([O-])([O-])([O-])=O.[K+].[K+].[K+].C1(C)C=CC=CC=1, predict the reaction product. The product is: [CH:58]1([C:2]2[CH:18]=[CH:17][C:16]([C@H:19]3[C@H:24]([O:25][CH2:26][C:27]4[CH:32]=[CH:31][CH:30]=[CH:29][CH:28]=4)[C@@H:23]([O:33][CH2:34][C:35]4[CH:40]=[CH:39][CH:38]=[CH:37][CH:36]=4)[C@H:22]([O:41][CH2:42][C:43]4[CH:44]=[CH:45][CH:46]=[CH:47][CH:48]=4)[C@@H:21]([CH2:49][O:50][CH2:51][C:52]4[CH:53]=[CH:54][CH:55]=[CH:56][CH:57]=4)[S:20]3)=[CH:15][C:3]=2[CH2:4][C:5]2[CH:14]=[CH:13][C:8]3[O:9][CH2:10][CH2:11][O:12][C:7]=3[CH:6]=2)[CH2:60][CH2:59]1.